Dataset: Peptide-MHC class I binding affinity with 185,985 pairs from IEDB/IMGT. Task: Regression. Given a peptide amino acid sequence and an MHC pseudo amino acid sequence, predict their binding affinity value. This is MHC class I binding data. (1) The peptide sequence is KINSVKYYGR. The MHC is HLA-A68:01 with pseudo-sequence HLA-A68:01. The binding affinity (normalized) is 0.207. (2) The peptide sequence is AQRRGRVGR. The MHC is HLA-A31:01 with pseudo-sequence HLA-A31:01. The binding affinity (normalized) is 0.761. (3) The peptide sequence is KLQGNTITI. The MHC is H-2-Db with pseudo-sequence H-2-Db. The binding affinity (normalized) is 0.453. (4) The peptide sequence is EISTNIRQAGVQYSR. The MHC is HLA-B53:01 with pseudo-sequence HLA-B53:01. The binding affinity (normalized) is 0. (5) The peptide sequence is YLMAWKQVL. The MHC is HLA-C12:03 with pseudo-sequence HLA-C12:03. The binding affinity (normalized) is 0.714.